Dataset: Full USPTO retrosynthesis dataset with 1.9M reactions from patents (1976-2016). Task: Predict the reactants needed to synthesize the given product. (1) The reactants are: [NH2:1][C:2]1[CH:3]=[CH:4][C:5]([F:28])=[C:6]([C:8]2([CH3:27])[CH2:13][C:12]3([CH2:18][CH2:17][O:16][CH2:15][CH2:14]3)[O:11][C:10]([NH:19][C:20](=[O:26])[O:21][C:22]([CH3:25])([CH3:24])[CH3:23])=[N:9]2)[CH:7]=1.[F:29][C:30]1[CH:31]=[CH:32][C:33]([C:36](O)=[O:37])=[N:34][CH:35]=1.F[P-](F)(F)(F)(F)F.N1(OC(=[N+](C)C)N(C)C)C2C=CC=CC=2N=N1.C(N(C(C)C)C(C)C)C. Given the product [F:28][C:5]1[CH:4]=[CH:3][C:2]([NH:1][C:36](=[O:37])[C:33]2[CH:32]=[CH:31][C:30]([F:29])=[CH:35][N:34]=2)=[CH:7][C:6]=1[C:8]1([CH3:27])[CH2:13][C:12]2([CH2:18][CH2:17][O:16][CH2:15][CH2:14]2)[O:11][C:10]([NH:19][C:20](=[O:26])[O:21][C:22]([CH3:24])([CH3:23])[CH3:25])=[N:9]1, predict the reactants needed to synthesize it. (2) Given the product [CH2:1]([O:3][C:4](=[O:17])[C:5]([O:6][CH2:7][CH3:8])=[CH:28][C:27]([CH3:26])([C:32]1[CH:37]=[CH:36][CH:35]=[CH:34][CH:33]=1)[CH2:30][CH3:31])[CH3:2], predict the reactants needed to synthesize it. The reactants are: [CH2:1]([O:3][C:4](=[O:17])[CH2:5][O:6][CH2:7][CH2:8]P(OCC)(OCC)=O)[CH3:2].[Li+].CC([N-]C(C)C)C.[CH3:26][C:27]([C:32]1[CH:37]=[CH:36][CH:35]=[CH:34][CH:33]=1)([CH2:30][CH3:31])[CH:28]=O. (3) Given the product [Cl:1][C:2]1[N:7]=[CH:6][C:5]([C:8]2[C:9]([C:10]3[CH:15]=[CH:14][N:13]=[CH:12][CH:11]=3)=[C:8]([C:5]3[CH:6]=[N:7][C:2]([Cl:1])=[CH:3][CH:4]=3)[N:17]=[C:18]3[NH:19][N:20]=[C:21]([CH3:23])[C:22]=23)=[CH:4][CH:3]=1, predict the reactants needed to synthesize it. The reactants are: [Cl:1][C:2]1[N:7]=[CH:6][C:5]([C:8](=O)[CH2:9][C:10]2[CH:15]=[CH:14][N:13]=[CH:12][CH:11]=2)=[CH:4][CH:3]=1.[NH2:17][C:18]1[NH:19][N:20]=[C:21]([CH3:23])[CH:22]=1. (4) Given the product [Cl:2][C:3]1[CH:19]=[CH:18][C:6]([C:7]([NH:9][C:10]2([C:16]([NH2:17])=[O:22])[CH2:11][CH2:12][N:13]([CH2:38][C:37]3[CH:40]=[CH:41][C:34]([Cl:33])=[C:35]([O:42][CH2:43][CH3:44])[CH:36]=3)[CH2:14][CH2:15]2)=[O:8])=[CH:5][CH:4]=1, predict the reactants needed to synthesize it. The reactants are: Cl.[Cl:2][C:3]1[CH:19]=[CH:18][C:6]([C:7]([NH:9][C:10]2([C:16]#[N:17])[CH2:15][CH2:14][NH:13][CH2:12][CH2:11]2)=[O:8])=[CH:5][CH:4]=1.C(O)(=[O:22])C.C(N(C(C)C)C(C)C)C.[Cl:33][C:34]1[CH:41]=[CH:40][C:37]([CH:38]=O)=[CH:36][C:35]=1[O:42][CH2:43][CH3:44].C([BH3-])#N.[Na+]. (5) Given the product [N:26]1([C:32]([N:13]2[CH2:14][CH:9]([C:5]3[CH:6]=[CH:7][CH:8]=[C:3]([C:2]([F:24])([F:1])[F:25])[CH:4]=3)[CH2:10][CH:11]([NH:15][C:16]([C:17]3[CH:22]=[CH:21][CH:20]=[CH:19][CH:18]=3)=[O:23])[CH2:12]2)=[O:33])[CH2:31][CH2:30][O:29][CH2:28][CH2:27]1, predict the reactants needed to synthesize it. The reactants are: [F:1][C:2]([F:25])([F:24])[C:3]1[CH:4]=[C:5]([CH:9]2[CH2:14][NH:13][CH2:12][CH:11]([NH:15][C:16](=[O:23])[C:17]3[CH:22]=[CH:21][CH:20]=[CH:19][CH:18]=3)[CH2:10]2)[CH:6]=[CH:7][CH:8]=1.[N:26]1([C:32](Cl)=[O:33])[CH2:31][CH2:30][O:29][CH2:28][CH2:27]1.C(N(CC)CC)C.O. (6) Given the product [CH2:25]([O:27][P:28]([CH2:33][NH:34][C:35]([C:37]1[N:38]=[C:39]([NH:42][C:8](=[O:10])[C:7]2[CH:11]=[C:12]([O:14][C:15]3[CH:16]=[CH:17][C:18]([S:21]([CH3:24])(=[O:22])=[O:23])=[CH:19][CH:20]=3)[CH:13]=[C:5]([O:4][CH:1]([CH3:2])[CH3:3])[CH:6]=2)[S:40][CH:41]=1)=[O:36])(=[O:32])[O:29][CH2:30][CH3:31])[CH3:26], predict the reactants needed to synthesize it. The reactants are: [CH:1]([O:4][C:5]1[CH:6]=[C:7]([CH:11]=[C:12]([O:14][C:15]2[CH:20]=[CH:19][C:18]([S:21]([CH3:24])(=[O:23])=[O:22])=[CH:17][CH:16]=2)[CH:13]=1)[C:8]([OH:10])=O)([CH3:3])[CH3:2].[CH2:25]([O:27][P:28]([CH2:33][NH:34][C:35]([C:37]1[N:38]=[C:39]([NH2:42])[S:40][CH:41]=1)=[O:36])(=[O:32])[O:29][CH2:30][CH3:31])[CH3:26]. (7) Given the product [OH:8][N:9]1[C:14]2=[N:15][CH:16]=[N:17][CH:18]=[C:13]2[C:12]([OH:19])=[N:11][C:10]1=[O:20], predict the reactants needed to synthesize it. The reactants are: C([O:8][N:9]1[C:14]2=[N:15][CH:16]=[N:17][CH:18]=[C:13]2[C:12]([OH:19])=[N:11][C:10]1=[O:20])C1C=CC=CC=1.C(O)C.[H][H]. (8) Given the product [CH3:15][O:13][C:4]1[N:3]=[CH:14][C:9]([C:8](=[O:11])[CH3:7])=[CH:10][CH:5]=1, predict the reactants needed to synthesize it. The reactants are: CO[N:3]([CH3:14])[C:4](=[O:13])[C:5]1[CH:10]=[CH:9][C:8]([O:11]C)=[CH:7]C=1.[CH2:15](OCC)C.C[Mg]Br. (9) Given the product [Br:1][C:2]1[CH:11]=[CH:10][C:5]2=[N:6][O:7][N:8]=[C:4]2[CH:3]=1, predict the reactants needed to synthesize it. The reactants are: [Br:1][C:2]1[CH:11]=[CH:10][C:5]2=[N+:6]([O-])[O:7][N:8]=[C:4]2[CH:3]=1.P(OCC)(OCC)OCC. (10) The reactants are: C1([C@H]([N:9]2[CH:13]3[CH2:14][N:15]([C:17]([O:19][CH2:20][CH3:21])=[O:18])[CH2:16][CH:12]3[CH2:11][CH2:10]2)C)C=CC=CC=1. Given the product [NH:9]1[CH2:10][CH2:11][CH:12]2[CH2:16][N:15]([C:17]([O:19][CH2:20][CH3:21])=[O:18])[CH2:14][CH:13]12, predict the reactants needed to synthesize it.